From a dataset of Catalyst prediction with 721,799 reactions and 888 catalyst types from USPTO. Predict which catalyst facilitates the given reaction. (1) Product: [C:1]([O:5][C:6]([NH:8][C@H:9]([C:30]([O:32][CH3:33])=[O:31])[CH2:10][C:11]1[CH:12]=[N:13][C:14]([CH2:17][CH2:18][CH2:19][C:20]2[CH:29]=[CH:28][C:27]3[CH2:26][CH2:25][CH2:24][NH:23][C:22]=3[N:21]=2)=[CH:15][CH:16]=1)=[O:7])([CH3:4])([CH3:3])[CH3:2]. Reactant: [C:1]([O:5][C:6]([NH:8][C@H:9]([C:30]([O:32][CH3:33])=[O:31])[CH2:10][C:11]1[CH:12]=[N:13][C:14]([CH2:17][CH2:18][CH2:19][C:20]2[CH:29]=[CH:28][C:27]3[C:22](=[N:23][CH:24]=[CH:25][CH:26]=3)[N:21]=2)=[CH:15][CH:16]=1)=[O:7])([CH3:4])([CH3:3])[CH3:2]. The catalyst class is: 29. (2) Reactant: [F:1][C:2]([F:12])([F:11])[O:3][C:4]1[CH:9]=[CH:8][C:7]([OH:10])=[CH:6][CH:5]=1.[H-].[Na+].Cl[C:16]1[N:17]([CH2:24][C:25]2([CH3:28])[CH2:27][O:26]2)[CH:18]=[C:19]([N+:21]([O-:23])=[O:22])[N:20]=1. Product: [CH3:27][C:25]1([CH2:28][O:10][C:7]2[CH:6]=[CH:5][C:4]([O:3][C:2]([F:11])([F:12])[F:1])=[CH:9][CH:8]=2)[O:26][C:16]2=[N:20][C:19]([N+:21]([O-:23])=[O:22])=[CH:18][N:17]2[CH2:24]1. The catalyst class is: 3.